This data is from Forward reaction prediction with 1.9M reactions from USPTO patents (1976-2016). The task is: Predict the product of the given reaction. (1) Given the reactants [NH2:1][CH:2]1[C:10]2[C:5](=[CH:6][CH:7]=[CH:8][CH:9]=2)[CH2:4][CH2:3]1.[CH3:11][N:12]([CH3:26])[C:13]1([C:20]2[CH:25]=[CH:24][CH:23]=[CH:22][CH:21]=2)[CH2:18][CH2:17][C:16](=O)[CH2:15][CH2:14]1.C(O)(=O)C.C(O[BH-](OC(=O)C)OC(=O)C)(=O)C.[Na+], predict the reaction product. The product is: [CH:2]1([NH:1][CH:16]2[CH2:15][CH2:14][C:13]([C:20]3[CH:21]=[CH:22][CH:23]=[CH:24][CH:25]=3)([N:12]([CH3:26])[CH3:11])[CH2:18][CH2:17]2)[C:10]2[C:5](=[CH:6][CH:7]=[CH:8][CH:9]=2)[CH2:4][CH2:3]1. (2) The product is: [F:1][C:2]([C:5]1[CH:6]=[C:7]([CH:10]=[CH:11][CH:12]=1)[C:8]([OH:16])=[O:13])([F:4])[CH3:3]. Given the reactants [F:1][C:2]([C:5]1[CH:6]=[C:7]([CH:10]=[CH:11][CH:12]=1)[C:8]#N)([F:4])[CH3:3].[OH-:13].[Na+].Cl.[OH2:16], predict the reaction product. (3) Given the reactants Cl[C:2]1[C:11]2[C:6](=[CH:7][C:8]([O:14][CH2:15][CH:16]3[CH2:21][CH2:20][N:19]([CH3:22])[CH2:18][CH2:17]3)=[C:9]([O:12][CH3:13])[CH:10]=2)[N:5]=[CH:4][N:3]=1.[OH:23][C:24]1[CH:25]=[C:26]2[C:30](=[CH:31][CH:32]=1)[NH:29][C:28]([C:33]([F:36])([F:35])[F:34])=[CH:27]2.C(=O)([O-])[O-].[K+].[K+], predict the reaction product. The product is: [CH3:13][O:12][C:9]1[CH:10]=[C:11]2[C:6](=[CH:7][C:8]=1[O:14][CH2:15][CH:16]1[CH2:21][CH2:20][N:19]([CH3:22])[CH2:18][CH2:17]1)[N:5]=[CH:4][N:3]=[C:2]2[O:23][C:24]1[CH:25]=[C:26]2[C:30](=[CH:31][CH:32]=1)[NH:29][C:28]([C:33]([F:36])([F:34])[F:35])=[CH:27]2. (4) Given the reactants S(O)(=O)(=O)C.[CH2:6]([O:13][C:14]([C@H:16]1[CH2:21][CH2:20][C@@H:19]([NH2:22])[CH2:18][CH2:17]1)=[O:15])[C:7]1[CH:12]=[CH:11][CH:10]=[CH:9][CH:8]=1.C(N(CC)CC)C.[F:30][C:31]1[CH:32]=[N:33][C:34]([Cl:40])=[C:35]([CH:39]=1)[C:36](O)=[O:37].Cl.CN(C)CCCN=C=NCC.ON1C2C=CC=CC=2N=N1, predict the reaction product. The product is: [CH2:6]([O:13][C:14]([C@H:16]1[CH2:21][CH2:20][C@@H:19]([NH:22][C:36]([C:35]2[C:34]([Cl:40])=[N:33][CH:32]=[C:31]([F:30])[CH:39]=2)=[O:37])[CH2:18][CH2:17]1)=[O:15])[C:7]1[CH:12]=[CH:11][CH:10]=[CH:9][CH:8]=1.